This data is from NCI-60 drug combinations with 297,098 pairs across 59 cell lines. The task is: Regression. Given two drug SMILES strings and cell line genomic features, predict the synergy score measuring deviation from expected non-interaction effect. (1) Drug 1: C1CN(CCN1C(=O)CCBr)C(=O)CCBr. Drug 2: C(CN)CNCCSP(=O)(O)O. Cell line: CAKI-1. Synergy scores: CSS=16.9, Synergy_ZIP=7.51, Synergy_Bliss=6.00, Synergy_Loewe=-29.2, Synergy_HSA=3.45. (2) Drug 1: CCC1=C2CN3C(=CC4=C(C3=O)COC(=O)C4(CC)O)C2=NC5=C1C=C(C=C5)O. Drug 2: CC1C(C(CC(O1)OC2CC(CC3=C2C(=C4C(=C3O)C(=O)C5=C(C4=O)C(=CC=C5)OC)O)(C(=O)CO)O)N)O.Cl. Cell line: SF-268. Synergy scores: CSS=35.6, Synergy_ZIP=-6.86, Synergy_Bliss=-1.99, Synergy_Loewe=-2.60, Synergy_HSA=2.66. (3) Drug 1: CNC(=O)C1=CC=CC=C1SC2=CC3=C(C=C2)C(=NN3)C=CC4=CC=CC=N4. Drug 2: CCCS(=O)(=O)NC1=C(C(=C(C=C1)F)C(=O)C2=CNC3=C2C=C(C=N3)C4=CC=C(C=C4)Cl)F. Cell line: OVCAR-8. Synergy scores: CSS=7.25, Synergy_ZIP=5.55, Synergy_Bliss=8.26, Synergy_Loewe=5.25, Synergy_HSA=5.36.